Dataset: Reaction yield outcomes from USPTO patents with 853,638 reactions. Task: Predict the reaction yield, written as a fraction of the theoretical maximum amount of product (1.0 means a 100% yield; for example, 0.34 means a 34% yield). (1) The reactants are [CH3:1][N:2]1[C:10]2[C:5](=[CH:6][CH:7]=[CH:8][C:9]=2[CH3:11])[C:4]([CH:12]=O)=[C:3]1[CH3:14].[CH3:15][N:16]1C2C(=CC=CC=2)C(C)=C1C=O. No catalyst specified. The product is [CH3:15][NH:16][CH2:12][C:4]1[C:5]2[C:10](=[C:9]([CH3:11])[CH:8]=[CH:7][CH:6]=2)[N:2]([CH3:1])[C:3]=1[CH3:14]. The yield is 0.710. (2) The reactants are [H-].[Al+3].[Li+].[H-].[H-].[H-].C(O[C:12]([N:14]1[CH2:27][CH2:26][C:17]2[NH:18][C:19]3[CH:20]=[CH:21][C:22]([CH3:25])=[CH:23][C:24]=3[C:16]=2[CH2:15]1)=O)(C)(C)C.O.O.O.O.O.O.O.O.O.O.S([O-])([O-])(=O)=O.[Na+].[Na+]. The catalyst is O1CCCC1. The product is [CH3:12][N:14]1[CH2:27][CH2:26][C:17]2[NH:18][C:19]3[CH:20]=[CH:21][C:22]([CH3:25])=[CH:23][C:24]=3[C:16]=2[CH2:15]1. The yield is 0.920. (3) The yield is 0.650. The catalyst is CN(C)C=O. The reactants are [OH:1][C:2]1[CH:7]=[C:6]([O:8][CH2:9][CH2:10][O:11][CH3:12])[CH:5]=[CH:4][C:3]=1/[CH:13]=[CH:14]/[C:15]([O:17][CH2:18][CH3:19])=[O:16].C(=O)([O-])[O-].[K+].[K+].Cl[C:27]1[CH:28]=[C:29]([C:36]([F:39])([F:38])[F:37])[CH:30]=[CH:31][C:32]=1[N+:33]([O-:35])=[O:34].Cl. The product is [CH3:12][O:11][CH2:10][CH2:9][O:8][C:6]1[CH:5]=[CH:4][C:3](/[CH:13]=[CH:14]/[C:15]([O:17][CH2:18][CH3:19])=[O:16])=[C:2]([O:1][C:27]2[CH:28]=[C:29]([C:36]([F:39])([F:38])[F:37])[CH:30]=[CH:31][C:32]=2[N+:33]([O-:35])=[O:34])[CH:7]=1. (4) The reactants are [CH3:1][C:2]([C@H:4]1[C@@H:8]2[C@@H:9]3[C@@:22]([CH3:25])([CH2:23][CH2:24][C@@:7]2(C(O)=O)[CH2:6][CH2:5]1)[C@@:21]1([CH3:26])[C@@H:12]([C@:13]2([CH3:30])[C@@H:18]([CH2:19][CH2:20]1)[C:17]([CH3:28])([CH3:27])[C@@H:16]([OH:29])[CH2:15][CH2:14]2)[CH2:11][CH2:10]3)=[CH2:3].C([N:36]([CH2:39]C)CC)C.P(N=[N+]=[N-])(=O)(OC1C=CC=CC=1)[O:42]C1C=CC=CC=1. The catalyst is O1CCOCC1. The product is [N:36]([C@:7]12[CH2:6][CH2:5][C@@H:4]([C:2]([CH3:1])=[CH2:3])[C@@H:8]1[C@@H:9]1[C@@:22]([CH3:25])([CH2:23][CH2:24]2)[C@@:21]2([CH3:26])[C@@H:12]([C@:13]3([CH3:30])[C@@H:18]([CH2:19][CH2:20]2)[C:17]([CH3:28])([CH3:27])[C@@H:16]([OH:29])[CH2:15][CH2:14]3)[CH2:11][CH2:10]1)=[C:39]=[O:42]. The yield is 0.780. (5) The reactants are FC(F)(F)S(O[C:7]1[CH:8]=[C:9]2[C:13](=[C:14]([F:16])[CH:15]=1)[NH:12][CH:11]=[CH:10]2)(=O)=O.[B:19]1([B:19]2[O:23][C:22]([CH3:25])([CH3:24])[C:21]([CH3:27])([CH3:26])[O:20]2)[O:23][C:22]([CH3:25])([CH3:24])[C:21]([CH3:27])([CH3:26])[O:20]1.C([O-])(=O)C.[K+]. The catalyst is CN(C=O)C.C1C=CC(P(C2C=CC=CC=2)[C-]2C=CC=C2)=CC=1.C1C=CC(P(C2C=CC=CC=2)[C-]2C=CC=C2)=CC=1.Cl[Pd]Cl.[Fe+2]. The product is [F:16][C:14]1[CH:15]=[C:7]([B:19]2[O:23][C:22]([CH3:25])([CH3:24])[C:21]([CH3:27])([CH3:26])[O:20]2)[CH:8]=[C:9]2[C:13]=1[NH:12][CH:11]=[CH:10]2. The yield is 0.650. (6) The reactants are [Cl:1][C:2]1[C:7]2[S:8][CH:9]=[CH:10][C:6]=2[CH:5]=[CH:4][CH:3]=1.C([Li])CCC.[B:16](OC(C)C)([O:21]C(C)C)[O:17]C(C)C.[Cl-].[NH4+]. The catalyst is C1COCC1. The product is [Cl:1][C:2]1[C:7]2[S:8][C:9]([B:16]([OH:21])[OH:17])=[CH:10][C:6]=2[CH:5]=[CH:4][CH:3]=1. The yield is 0.960. (7) The product is [CH2:1]([C@@H:8]1[CH2:13][NH:12][CH2:11][CH2:10][N:9]1[C:21]([C:23]1[S:24][CH:25]=[CH:26][C:27]=1[C:28]1[CH:33]=[CH:32][CH:31]=[CH:30][C:29]=1[O:34][C:35]1[CH:40]=[CH:39][CH:38]=[CH:37][CH:36]=1)=[O:22])[C:2]1[CH:3]=[CH:4][CH:5]=[CH:6][CH:7]=1. The yield is 0.260. The catalyst is ClC(Cl)C. The reactants are [CH2:1]([C@@H:8]1[CH2:13][N:12](CC2C=CC=CC=2)[CH2:11][CH2:10][N:9]1[C:21]([C:23]1[S:24][CH:25]=[CH:26][C:27]=1[C:28]1[CH:33]=[CH:32][CH:31]=[CH:30][C:29]=1[O:34][C:35]1[CH:40]=[CH:39][CH:38]=[CH:37][CH:36]=1)=[O:22])[C:2]1[CH:7]=[CH:6][CH:5]=[CH:4][CH:3]=1.ClC(OC(Cl)C)=O.